Task: Predict which catalyst facilitates the given reaction.. Dataset: Catalyst prediction with 721,799 reactions and 888 catalyst types from USPTO (1) Reactant: [F:1][C:2]1[C:3]([CH3:12])=[CH:4][C:5]([NH:8]C(=O)C)=[N:6][CH:7]=1.Cl. Product: [F:1][C:2]1[C:3]([CH3:12])=[CH:4][C:5]([NH2:8])=[N:6][CH:7]=1. The catalyst class is: 8. (2) Reactant: CO.[F:3][C:4]1[CH:5]=[C:6]([C:27]2[C:28]([CH3:42])=[CH:29][C:30]([O:33][CH2:34][C:35]([CH3:41])([CH3:40])[C:36]([O:38]C)=[O:37])=[N:31][CH:32]=2)[CH:7]=[CH:8][C:9]=1[C:10]1[N:11]([CH2:19][O:20][CH2:21][CH2:22][Si:23]([CH3:26])([CH3:25])[CH3:24])[CH:12]=[C:13]([C:15]([F:18])([F:17])[F:16])[N:14]=1.[OH-].[Na+].Cl. Product: [F:3][C:4]1[CH:5]=[C:6]([C:27]2[C:28]([CH3:42])=[CH:29][C:30]([O:33][CH2:34][C:35]([CH3:40])([CH3:41])[C:36]([OH:38])=[O:37])=[N:31][CH:32]=2)[CH:7]=[CH:8][C:9]=1[C:10]1[N:11]([CH2:19][O:20][CH2:21][CH2:22][Si:23]([CH3:24])([CH3:26])[CH3:25])[CH:12]=[C:13]([C:15]([F:18])([F:16])[F:17])[N:14]=1. The catalyst class is: 362. (3) Reactant: [F:1][CH:2]([F:12])[O:3][C:4]1[CH:11]=[CH:10][CH:9]=[CH:8][C:5]=1[CH2:6][SH:7].[CH2:13]([S:20][CH2:21][C:22](=[CH2:26])[C:23]([OH:25])=[O:24])[C:14]1[CH:19]=[CH:18][CH:17]=[CH:16][CH:15]=1. Product: [CH2:13]([S:20][CH2:21][CH:22]([CH2:26][S:7][CH2:6][C:5]1[CH:8]=[CH:9][CH:10]=[CH:11][C:4]=1[O:3][CH:2]([F:12])[F:1])[C:23]([OH:25])=[O:24])[C:14]1[CH:19]=[CH:18][CH:17]=[CH:16][CH:15]=1. The catalyst class is: 456.